From a dataset of Full USPTO retrosynthesis dataset with 1.9M reactions from patents (1976-2016). Predict the reactants needed to synthesize the given product. (1) Given the product [CH2:31]1[O:39][C:38]2[CH:37]=[CH:36][C:35]([C:11]3[CH:12]=[C:13]4[C:8](=[CH:9][CH:10]=3)[N:7]([CH2:22][CH2:23][CH2:24][C:25]3[CH:30]=[CH:29][CH:28]=[CH:27][CH:26]=3)[C:6]([C:4]([OH:3])=[O:5])=[C:14]4[C:15]3[CH:16]=[CH:17][CH:18]=[CH:19][CH:20]=3)=[CH:34][C:33]=2[O:32]1, predict the reactants needed to synthesize it. The reactants are: C([O:3][C:4]([C:6]1[N:7]([CH2:22][CH2:23][CH2:24][C:25]2[CH:30]=[CH:29][CH:28]=[CH:27][CH:26]=2)[C:8]2[C:13]([C:14]=1[C:15]1[CH:20]=[CH:19][CH:18]=[CH:17][CH:16]=1)=[CH:12][C:11](Cl)=[CH:10][CH:9]=2)=[O:5])C.[CH2:31]1[O:39][C:38]2[CH:37]=[CH:36][C:35](B(O)O)=[CH:34][C:33]=2[O:32]1. (2) The reactants are: Br[C:2]1[CH:3]=[C:4]([C:8]2([C:14]#[N:15])[CH2:13][CH2:12][O:11][CH2:10][CH2:9]2)[CH:5]=[CH:6][CH:7]=1.C(=O)([O-])[O-].[Na+].[Na+].C(=O)([O-])[O-].[Cs+].[Cs+].[NH2:28][C:29]1[CH:34]=[CH:33][C:32]([SH:35])=[CH:31][CH:30]=1. Given the product [NH2:28][C:29]1[CH:34]=[CH:33][C:32]([S:35][C:2]2[CH:3]=[C:4]([C:8]3([C:14]#[N:15])[CH2:13][CH2:12][O:11][CH2:10][CH2:9]3)[CH:5]=[CH:6][CH:7]=2)=[CH:31][CH:30]=1, predict the reactants needed to synthesize it. (3) Given the product [Br:1][C:2]1[C:6]([P:8]([O:13][CH2:14][CH3:15])([O:10][CH2:11][CH3:12])=[O:9])=[CH:5][S:4][CH:3]=1, predict the reactants needed to synthesize it. The reactants are: [Br:1][C:2]1[C:6](Br)=[CH:5][S:4][CH:3]=1.[P:8]([O-])([O:13][CH2:14][CH3:15])([O:10][CH2:11][CH3:12])=[O:9].C(N(C(C)C)CC)(C)C.P([O-])([O-])(O)=O.[Na+].[Na+].P([O-])(O)(O)=O.[Na+]. (4) The reactants are: Cl[C:2]1[O:3][C:4]([CH2:17][CH2:18][C:19]([O:21][CH3:22])=[O:20])=[C:5]([C:7]2[CH:12]=[CH:11][C:10]([C:13]([F:16])([F:15])[F:14])=[CH:9][CH:8]=2)[N:6]=1.[CH3:23][C:24]1[NH:25][CH:26]=[CH:27][N:28]=1.C(=O)([O-])[O-].[K+].[K+]. Given the product [CH3:23][C:24]1[N:25]([C:2]2[O:3][C:4]([CH2:17][CH2:18][C:19]([O:21][CH3:22])=[O:20])=[C:5]([C:7]3[CH:12]=[CH:11][C:10]([C:13]([F:16])([F:15])[F:14])=[CH:9][CH:8]=3)[N:6]=2)[CH:26]=[CH:27][N:28]=1, predict the reactants needed to synthesize it. (5) Given the product [OH:1][C@@H:2]1[C@H:7]([OH:8])[C@@H:6]([CH2:11][OH:10])[O:5][CH2:4][C@H:3]1[N:18]1[CH:23]=[CH:22][C:21](=[O:24])[NH:20][C:19]1=[O:25], predict the reactants needed to synthesize it. The reactants are: [OH:1][C@@H:2]1[C@@H:7]2[O:8]C(C3C=CC=CC=3)[O:10][CH2:11][C@H:6]2[O:5][CH2:4][C@H:3]1[N:18]1[CH:23]=[CH:22][C:21](=[O:24])[NH:20][C:19]1=[O:25].Cl. (6) Given the product [NH2:1][C:2]1[CH:22]=[CH:21][C:5]([O:6][C:7]2[CH:12]=[CH:11][N:10]=[C:9]3[NH:13][C:15](=[O:16])[N:14]([CH3:20])[C:8]=23)=[CH:4][C:3]=1[F:23], predict the reactants needed to synthesize it. The reactants are: [NH2:1][C:2]1[CH:22]=[CH:21][C:5]([O:6][C:7]2[CH:12]=[CH:11][N:10]=[C:9]([NH2:13])[C:8]=2[N:14]([CH3:20])[C:15](=O)[O:16]CC)=[CH:4][C:3]=1[F:23].CC[O-].[Na+].[Na]. (7) Given the product [CH3:27][N:18]([S:19]([C:22]1[S:23][CH:24]=[CH:25][CH:26]=1)(=[O:21])=[O:20])[C:12]1[CH:13]=[CH:14][CH:15]=[C:16]2[C:11]=1[NH:10][C:9]([C:7]1[S:8][CH:4]([CH2:3][CH2:2][S:34][CH2:35][C:36]([O:38][CH2:39][CH3:40])=[O:37])[CH2:5][N:6]=1)=[CH:17]2, predict the reactants needed to synthesize it. The reactants are: Cl[CH2:2][CH2:3][CH:4]1[S:8][C:7]([C:9]2[NH:10][C:11]3[C:16]([CH:17]=2)=[CH:15][CH:14]=[CH:13][C:12]=3[N:18]([CH3:27])[S:19]([C:22]2[S:23][CH:24]=[CH:25][CH:26]=2)(=[O:21])=[O:20])=[N:6][CH2:5]1.C(=O)([O-])[O-].[K+].[K+].[SH:34][CH2:35][C:36]([O:38][CH2:39][CH3:40])=[O:37].